Dataset: Peptide-MHC class I binding affinity with 185,985 pairs from IEDB/IMGT. Task: Regression. Given a peptide amino acid sequence and an MHC pseudo amino acid sequence, predict their binding affinity value. This is MHC class I binding data. (1) The peptide sequence is HTLWKAGILYK. The MHC is HLA-A68:01 with pseudo-sequence HLA-A68:01. The binding affinity (normalized) is 0.648. (2) The peptide sequence is IVRQRVIPV. The MHC is HLA-A02:06 with pseudo-sequence HLA-A02:06. The binding affinity (normalized) is 0.436.